Task: Predict which catalyst facilitates the given reaction.. Dataset: Catalyst prediction with 721,799 reactions and 888 catalyst types from USPTO (1) Reactant: C[O:2][C:3]([C:5]1[CH:10]=[CH:9][C:8]([CH:11]2[CH2:16][CH2:15][N:14]([C:17]([O:19][CH2:20][C:21]3[CH:26]=[CH:25][CH:24]=[CH:23][CH:22]=3)=[O:18])[CH2:13][CH:12]2[O:27][CH2:28][C:29]2[CH:30]=[CH:31][C:32]3[O:37][CH2:36][C:35](=[O:38])[N:34]([CH2:39][CH2:40][CH2:41][O:42][CH3:43])[C:33]=3[CH:44]=2)=[CH:7][CH:6]=1)=[O:4].[OH-].[Na+].Cl. Product: [C:3]([C:5]1[CH:10]=[CH:9][C:8]([CH:11]2[CH2:16][CH2:15][N:14]([C:17]([O:19][CH2:20][C:21]3[CH:22]=[CH:23][CH:24]=[CH:25][CH:26]=3)=[O:18])[CH2:13][CH:12]2[O:27][CH2:28][C:29]2[CH:30]=[CH:31][C:32]3[O:37][CH2:36][C:35](=[O:38])[N:34]([CH2:39][CH2:40][CH2:41][O:42][CH3:43])[C:33]=3[CH:44]=2)=[CH:7][CH:6]=1)([OH:4])=[O:2]. The catalyst class is: 7. (2) Reactant: C1(P(C2C=CC=CC=2)C2C=CC=CC=2)C=CC=CC=1.N(C(OC(C)(C)C)=O)=NC(OC(C)(C)C)=O.[F:36][C:37]([F:46])([F:45])[C:38]1[CH:39]=[CH:40][C:41]([OH:44])=[N:42][CH:43]=1.[Cl:47][C:48]1[CH:53]=[CH:52][C:51](/[CH:54]=[CH:55]/[C:56]([N:58]2[CH2:63][CH2:62][CH:61](O)[CH2:60][CH2:59]2)=[O:57])=[C:50]([CH2:65][N:66]2[N:70]=[N:69][C:68]([CH3:71])=[N:67]2)[CH:49]=1. Product: [Cl:47][C:48]1[CH:53]=[CH:52][C:51](/[CH:54]=[CH:55]/[C:56]([N:58]2[CH2:63][CH2:62][CH:61]([O:44][C:41]3[CH:40]=[CH:39][C:38]([C:37]([F:36])([F:45])[F:46])=[CH:43][N:42]=3)[CH2:60][CH2:59]2)=[O:57])=[C:50]([CH2:65][N:66]2[N:70]=[N:69][C:68]([CH3:71])=[N:67]2)[CH:49]=1. The catalyst class is: 2. (3) Reactant: Br[C:2]1[CH:7]=[CH:6][C:5]([C:8]2(CCO)[NH:12][CH:11]=[C:10]([CH3:13])[O:9]2)=[CH:4][CH:3]=1.[C:17]([O-:20])(=O)[CH3:18].[K+].[B:22]1([B:22]2[O:26][C:25]([CH3:28])([CH3:27])[C:24]([CH3:30])([CH3:29])[O:23]2)[O:26][C:25]([CH3:28])([CH3:27])[C:24]([CH3:30])([CH3:29])[O:23]1.C(Cl)Cl. Product: [CH3:13][C:10]1[O:9][C:8]([C:5]2[CH:4]=[CH:3][C:2]([B:22]3[O:26][C:25]([CH3:28])([CH3:27])[C:24]([CH3:30])([CH3:29])[O:23]3)=[CH:7][CH:6]=2)=[N:12][C:11]=1[CH2:18][CH2:17][OH:20]. The catalyst class is: 12. (4) Reactant: [NH:1]1[C:9]2[C:4](=[CH:5][C:6]([C:10]3[C:15]([CH:16]([CH2:21][CH2:22][CH3:23])[C:17]([O:19]C)=[O:18])=[C:14]([CH3:24])[N:13]=[C:12]([C:25]4[CH:30]=[CH:29][CH:28]=[CH:27][CH:26]=4)[N:11]=3)=[CH:7][CH:8]=2)[CH:3]=[CH:2]1.[OH-].[Na+]. Product: [NH:1]1[C:9]2[C:4](=[CH:5][C:6]([C:10]3[C:15]([CH:16]([CH2:21][CH2:22][CH3:23])[C:17]([OH:19])=[O:18])=[C:14]([CH3:24])[N:13]=[C:12]([C:25]4[CH:26]=[CH:27][CH:28]=[CH:29][CH:30]=4)[N:11]=3)=[CH:7][CH:8]=2)[CH:3]=[CH:2]1. The catalyst class is: 5.